This data is from Forward reaction prediction with 1.9M reactions from USPTO patents (1976-2016). The task is: Predict the product of the given reaction. (1) Given the reactants [F:1][C:2]1[CH:10]=[C:9]2[C:5]([C:6]([C:20]3[CH:21]=[CH:22][C:23]4[O:27][C:26](=[O:28])[NH:25][C:24]=4[CH:29]=3)=[CH:7][N:8]2[S:11]([C:14]2[CH:19]=[CH:18][CH:17]=[CH:16][CH:15]=2)(=[O:13])=[O:12])=[CH:4][CH:3]=1.Br[CH2:31][CH2:32][C:33]([NH2:35])=[O:34].C([O-])([O-])=O.[K+].[K+], predict the reaction product. The product is: [F:1][C:2]1[CH:10]=[C:9]2[C:5]([C:6]([C:20]3[CH:21]=[CH:22][C:23]4[O:27][C:26](=[O:28])[N:25]([CH2:31][CH2:32][C:33]([NH2:35])=[O:34])[C:24]=4[CH:29]=3)=[CH:7][N:8]2[S:11]([C:14]2[CH:15]=[CH:16][CH:17]=[CH:18][CH:19]=2)(=[O:13])=[O:12])=[CH:4][CH:3]=1. (2) The product is: [Cl:38][CH2:37][CH2:36][CH2:35][CH2:34][N:11]1[C:10](=[O:21])[C:9]([OH:22])=[C:8]2[C:13]([CH2:14][CH2:15][N:6]([CH2:5][C:4]3[CH:24]=[CH:25][C:26]([F:27])=[C:2]([Cl:1])[CH:3]=3)[C:7]2=[O:23])=[C:12]1[C:16]([O:29][CH3:28])=[O:17]. Given the reactants [Cl:1][C:2]1[CH:3]=[C:4]([CH:24]=[CH:25][C:26]=1[F:27])[CH2:5][N:6]1[CH2:15][CH2:14][C:13]2[C:12]([C:16](N(C)C)=[O:17])=[N:11][C:10]([OH:21])=[C:9]([OH:22])[C:8]=2[C:7]1=[O:23].[CH3:28][O-:29].[Mg+2].C[O-].Br[CH2:34][CH2:35][CH2:36][CH2:37][Cl:38], predict the reaction product. (3) The product is: [CH3:19][C:20]1[O:16][C:9]([CH:10]2[CH2:15][CH2:14][O:13][CH2:12][CH2:11]2)=[C:3]([C:4]([O:6][CH2:7][CH3:8])=[O:5])[N:2]=1. Given the reactants Cl.[NH2:2][CH:3]([C:9](=[O:16])[CH:10]1[CH2:15][CH2:14][O:13][CH2:12][CH2:11]1)[C:4]([O:6][CH2:7][CH3:8])=[O:5].Cl.N[CH:19](C(=O)C1CCOC1)[C:20](OCC)=O.O1CCC(C(Cl)=O)CC1.C(OCC)(OCC)(OCC)C, predict the reaction product.